Dataset: Forward reaction prediction with 1.9M reactions from USPTO patents (1976-2016). Task: Predict the product of the given reaction. (1) Given the reactants [Cl:1][C:2]1[CH:7]=[C:6]([NH2:8])[CH:5]=[CH:4][N:3]=1.C[Si]([N-][Si](C)(C)C)(C)C.[Na+].[CH3:19][C:20]([O:23][C:24](O[C:24]([O:23][C:20]([CH3:22])([CH3:21])[CH3:19])=[O:25])=[O:25])([CH3:22])[CH3:21], predict the reaction product. The product is: [C:20]([O:23][C:24]([NH:8][C:6]1[C:7]([C:24]([O:23][C:20]([CH3:22])([CH3:21])[CH3:19])=[O:25])=[C:2]([Cl:1])[N:3]=[CH:4][CH:5]=1)=[O:25])([CH3:22])([CH3:21])[CH3:19]. (2) Given the reactants CN(C(ON1N=NC2C=CC=NC1=2)=[N+](C)C)C.F[P-](F)(F)(F)(F)F.[C:25]([O:29][C:30]([N:32]1[CH2:37][CH2:36][C:35]([C:41]#[N:42])([C:38]([OH:40])=O)[CH2:34][CH2:33]1)=[O:31])([CH3:28])([CH3:27])[CH3:26].[Cl:43][C:44]1[CH:45]=[CH:46][C:47]([NH2:50])=[N:48][CH:49]=1.CCN(C(C)C)C(C)C, predict the reaction product. The product is: [Cl:43][C:44]1[CH:45]=[CH:46][C:47]([NH:50][C:38]([C:35]2([C:41]#[N:42])[CH2:34][CH2:33][N:32]([C:30]([O:29][C:25]([CH3:26])([CH3:27])[CH3:28])=[O:31])[CH2:37][CH2:36]2)=[O:40])=[N:48][CH:49]=1. (3) Given the reactants C(O)(C(F)(F)F)=O.[C:8]([C:12]1[CH:13]=[C:14]([NH:68][S:69]([CH3:72])(=[O:71])=[O:70])[C:15]([O:66][CH3:67])=[C:16]([NH:18][C:19](=[O:65])[NH:20][C:21]2[C:30]3[C:25](=[CH:26][CH:27]=[CH:28][CH:29]=3)[C:24]([O:31][C:32]3[CH:37]=[CH:36][N:35]=[C:34]([NH:38][C:39]4[CH:62]=[CH:61][C:42]([C:43]([NH:45][CH2:46][CH2:47][CH:48]5[CH2:53][CH2:52][N:51](C(OC(C)(C)C)=O)[CH2:50][CH2:49]5)=[O:44])=[C:41]([O:63][CH3:64])[CH:40]=4)[CH:33]=3)=[CH:23][CH:22]=2)[CH:17]=1)([CH3:11])([CH3:10])[CH3:9], predict the reaction product. The product is: [C:8]([C:12]1[CH:13]=[C:14]([NH:68][S:69]([CH3:72])(=[O:71])=[O:70])[C:15]([O:66][CH3:67])=[C:16]([NH:18][C:19](=[O:65])[NH:20][C:21]2[C:30]3[C:25](=[CH:26][CH:27]=[CH:28][CH:29]=3)[C:24]([O:31][C:32]3[CH:37]=[CH:36][N:35]=[C:34]([NH:38][C:39]4[CH:62]=[CH:61][C:42]([C:43]([NH:45][CH2:46][CH2:47][CH:48]5[CH2:49][CH2:50][NH:51][CH2:52][CH2:53]5)=[O:44])=[C:41]([O:63][CH3:64])[CH:40]=4)[CH:33]=3)=[CH:23][CH:22]=2)[CH:17]=1)([CH3:11])([CH3:9])[CH3:10].